This data is from Forward reaction prediction with 1.9M reactions from USPTO patents (1976-2016). The task is: Predict the product of the given reaction. (1) Given the reactants [C@H:1]1([C:10]([O:12][CH3:13])=[O:11])[CH2:6][CH2:5][C@H:4]([C:7]([O-:9])=O)[CH2:3][CH2:2]1.[Br:14][C:15]1[CH:24]=CC=C[C:16]=1[C:17](NN)=O.O[N:26]1C2C=CC=CC=2N=N1.Cl.CN(C)[CH2:38][CH2:39][CH2:40][N:41]=C=NCC.[OH2:47], predict the reaction product. The product is: [Br:14][C:15]1[CH:24]=[CH:38][C:39]([C:40]([NH:41][NH:26][C:7]([C@H:4]2[CH2:3][CH2:2][C@H:1]([C:10]([O:12][CH3:13])=[O:11])[CH2:6][CH2:5]2)=[O:9])=[O:47])=[CH:17][CH:16]=1. (2) Given the reactants [K+].[Br-].[O:3]=[C:4]1[N:10]2[C@H:11]([C:15]([O:17][C:18]([CH3:21])([CH3:20])[CH3:19])=[O:16])[CH2:12][CH2:13][CH2:14][N:9]2[CH2:8][CH2:7][CH2:6][C@@H:5]1[NH:22][C:23](=[O:32])[CH2:24][CH2:25][C:26]1[CH:31]=[CH:30][CH:29]=[CH:28][CH:27]=1.N[C@@H]1C(=[O:41])N2[C@H](C(OC(C)(C)C)=O)CCCN2CCC1, predict the reaction product. The product is: [O:41]=[C:8]1[CH2:7][CH2:6][C@H:5]([NH:22][C:23](=[O:32])[CH2:24][CH2:25][C:26]2[CH:27]=[CH:28][CH:29]=[CH:30][CH:31]=2)[C:4](=[O:3])[N:10]2[C@H:11]([C:15]([O:17][C:18]([CH3:21])([CH3:20])[CH3:19])=[O:16])[CH2:12][CH2:13][CH2:14][N:9]12. (3) The product is: [Cl:1][C:2]1[N:7]=[C:6]([C:11]2[CH:12]=[C:13]([N+:16]([O-:18])=[O:17])[CH:14]=[CH:15][C:10]=2[F:9])[CH:5]=[CH:4][N:3]=1. Given the reactants [Cl:1][C:2]1[N:7]=[C:6](Cl)[CH:5]=[CH:4][N:3]=1.[F:9][C:10]1[CH:15]=[CH:14][C:13]([N+:16]([O-:18])=[O:17])=[CH:12][C:11]=1B1OC(C)(C)C(C)(C)O1, predict the reaction product. (4) Given the reactants [OH:1][C@@H:2]1[CH2:6][CH2:5][CH2:4][C@@H:3]1[N:7]1[C:15](=[O:16])[C:14]2[C:9](=[CH:10][CH:11]=[CH:12][CH:13]=2)[C:8]1=[O:17].[H-].[Na+].[CH2:20](Br)[C:21]1[CH:26]=[CH:25][CH:24]=[CH:23][CH:22]=1, predict the reaction product. The product is: [CH2:20]([O:1][C@@H:2]1[CH2:6][CH2:5][CH2:4][C@@H:3]1[N:7]1[C:8](=[O:17])[C:9]2[C:14](=[CH:13][CH:12]=[CH:11][CH:10]=2)[C:15]1=[O:16])[C:21]1[CH:26]=[CH:25][CH:24]=[CH:23][CH:22]=1. (5) The product is: [Cl:29][C:20]1[C:21]([O:27][CH3:28])=[CH:22][C:23]([O:25][CH3:26])=[CH:24][C:19]=1[C:9]1[C:8](=[O:30])[N:7]([CH2:6][CH2:5][C:4]2[CH:3]=[C:2]([NH:1][C:43](=[O:46])[CH:44]=[CH2:45])[CH:33]=[CH:32][CH:31]=2)[C:12]2[N:13]=[C:14]([NH:17][CH3:18])[N:15]=[CH:16][C:11]=2[CH:10]=1. Given the reactants [NH2:1][C:2]1[CH:3]=[C:4]([CH:31]=[CH:32][CH:33]=1)[CH2:5][CH2:6][N:7]1[C:12]2[N:13]=[C:14]([NH:17][CH3:18])[N:15]=[CH:16][C:11]=2[CH:10]=[C:9]([C:19]2[CH:24]=[C:23]([O:25][CH3:26])[CH:22]=[C:21]([O:27][CH3:28])[C:20]=2[Cl:29])[C:8]1=[O:30].CCN(C(C)C)C(C)C.[C:43](Cl)(=[O:46])[CH:44]=[CH2:45].CCOC(C)=O, predict the reaction product.